Dataset: Full USPTO retrosynthesis dataset with 1.9M reactions from patents (1976-2016). Task: Predict the reactants needed to synthesize the given product. (1) Given the product [NH2:1][C:2]([NH:5][C:6]1[CH:10]=[C:9]([C:11]2[CH:12]=[CH:13][C:14]([F:17])=[CH:15][CH:16]=2)[S:8][C:7]=1[C:18]([NH2:20])=[O:19])=[O:3], predict the reactants needed to synthesize it. The reactants are: [N-:1]=[C:2]=[O:3].[Na+].[NH2:5][C:6]1[CH:10]=[C:9]([C:11]2[CH:16]=[CH:15][C:14]([F:17])=[CH:13][CH:12]=2)[S:8][C:7]=1[C:18]([NH2:20])=[O:19]. (2) Given the product [Cl:1][C:2]1[C:7]([F:8])=[CH:6][CH:5]=[C:4]([Cl:9])[C:3]=1[CH:10]([O:12][C:13]1[C:14]([NH2:30])=[N:15][CH:16]=[C:17]([C:19]2[CH:20]=[N:21][N:22]([CH:24]3[CH2:29][CH2:28][N:27]([CH2:31][CH3:32])[CH2:26][CH2:25]3)[CH:23]=2)[CH:18]=1)[CH3:11], predict the reactants needed to synthesize it. The reactants are: [Cl:1][C:2]1[C:7]([F:8])=[CH:6][CH:5]=[C:4]([Cl:9])[C:3]=1[CH:10]([O:12][C:13]1[C:14]([NH2:30])=[N:15][CH:16]=[C:17]([C:19]2[CH:20]=[N:21][N:22]([CH:24]3[CH2:29][CH2:28][NH:27][CH2:26][CH2:25]3)[CH:23]=2)[CH:18]=1)[CH3:11].[CH3:31][CH2:32]N(CC)CC.C(I)C. (3) Given the product [CH2:1]([O:8][C:9](=[O:10])[NH:11][C:12]1[CH:17]=[CH:16][C:15]([C:18]2[CH2:23][CH2:22][CH:21]([N:32]3[CH2:33][CH2:34][CH2:35][C@@H:31]3[CH3:30])[CH2:20][CH:19]=2)=[CH:14][C:13]=1[F:29])[C:2]1[CH:7]=[CH:6][CH:5]=[CH:4][CH:3]=1, predict the reactants needed to synthesize it. The reactants are: [CH2:1]([O:8][C:9]([NH:11][C:12]1[CH:17]=[CH:16][C:15]([C:18]2[CH2:23][CH2:22][CH:21](OS(C)(=O)=O)[CH2:20][CH:19]=2)=[CH:14][C:13]=1[F:29])=[O:10])[C:2]1[CH:7]=[CH:6][CH:5]=[CH:4][CH:3]=1.[CH3:30][C@H:31]1[CH2:35][CH2:34][CH2:33][NH:32]1.C([O-])([O-])=O.[K+].[K+].CO. (4) Given the product [CH3:3][C:4]1([CH3:19])[C:8]2[NH:21][N:2]=[CH:1][C:7]=2[CH:6]([C:10]2[CH:17]=[CH:16][C:13]([C:14]#[N:15])=[CH:12][C:11]=2[F:18])[CH2:5]1, predict the reactants needed to synthesize it. The reactants are: [CH3:1][NH2:2].[CH3:3][C:4]1([CH3:19])[C:8](=O)[CH2:7][CH:6]([C:10]2[CH:17]=[CH:16][C:13]([C:14]#[N:15])=[CH:12][C:11]=2[F:18])[CH2:5]1.O.[NH2:21]N.C(O)(=O)C. (5) Given the product [CH3:1][O:2][C:3]1[CH:8]=[CH:7][N:6]=[C:5]2[NH:9][N:10]=[C:11]([CH:12]3[CH2:17][CH2:16][NH:15][CH2:14][CH2:13]3)[C:4]=12, predict the reactants needed to synthesize it. The reactants are: [CH3:1][O:2][C:3]1[CH:8]=[CH:7][N:6]=[C:5]2[N:9](CO)[N:10]=[C:11]([CH:12]3[CH2:17][CH2:16][NH:15][CH2:14][CH2:13]3)[C:4]=12. (6) Given the product [OH2:2].[ClH:29].[CH3:1][O:2][C:3]1[CH:4]=[C:5]([CH2:11][CH2:12][NH:13][CH2:14][CH2:15][CH2:16][NH:17][C:18](=[O:28])[C:19]2[CH:20]=[CH:21][C:22]([N+:25]([O-:27])=[O:26])=[CH:23][CH:24]=2)[CH:6]=[CH:7][C:8]=1[O:9][CH3:10], predict the reactants needed to synthesize it. The reactants are: [CH3:1][O:2][C:3]1[CH:4]=[C:5]([CH2:11][CH2:12][NH:13][CH2:14][CH2:15][CH2:16][NH:17][C:18](=[O:28])[C:19]2[CH:24]=[CH:23][C:22]([N+:25]([O-:27])=[O:26])=[CH:21][CH:20]=2)[CH:6]=[CH:7][C:8]=1[O:9][CH3:10].[ClH:29]. (7) Given the product [NH2:8][C@@H:9]([CH2:13][CH3:14])[C:10]([NH:35][C@@H:32]1[C@@H:30]2[C@@H:29]([CH2:28][N:27]([C:24]3[CH:23]=[CH:22][C:21]([C:20]([F:19])([F:36])[F:37])=[CH:26][CH:25]=3)[CH2:31]2)[CH2:34][CH2:33]1)=[O:11], predict the reactants needed to synthesize it. The reactants are: C(OC([N:8](C)[C@@H:9]([CH2:13][C:14](C)(C)C)[C:10](O)=[O:11])=O)(C)(C)C.[F:19][C:20]([F:37])([F:36])[C:21]1[CH:26]=[CH:25][C:24]([N:27]2[CH2:31][C@@H:30]3[C@@H:32]([NH2:35])[CH2:33][CH2:34][C@@H:29]3[CH2:28]2)=[CH:23][CH:22]=1.FC(F)(F)C1N=C(N2C[C@@H]3[C@@H](N)CC[C@@H]3C2)C=CC=1. (8) Given the product [F:17][C:18]([F:20])([F:19])[CH:7]([C:6]1[CH:9]=[CH:10][C:3]([O:2][CH3:1])=[CH:4][CH:5]=1)[OH:8], predict the reactants needed to synthesize it. The reactants are: [CH3:1][O:2][C:3]1[CH:10]=[CH:9][C:6]([CH:7]=[O:8])=[CH:5][CH:4]=1.C(=O)([O-])[O-].[K+].[K+].[F:17][C:18]([Si](C)(C)C)([F:20])[F:19]. (9) Given the product [CH2:13]([O:12][C:4](=[O:11])[CH:5]([C@H:20]([CH3:24])[CH2:21][CH2:22][CH3:23])[C:6]([O:8][CH2:9][CH3:10])=[O:7])[CH3:14], predict the reactants needed to synthesize it. The reactants are: C[O-].[Na+].[C:4]([O:12][CH2:13][CH3:14])(=[O:11])[CH2:5][C:6]([O:8][CH2:9][CH3:10])=[O:7].CS(O[C@@H:20]([CH3:24])[CH2:21][CH2:22][CH3:23])(=O)=O.[Cl-].[NH4+]. (10) Given the product [CH2:1]([O:8][C:9]([NH:11][CH2:12][CH2:13][CH2:14][C@H:15]([N:16]([C:21]([O:23][CH2:24][CH:25]1[C:26]2[CH:27]=[CH:28][CH:29]=[CH:30][C:31]=2[C:32]2[C:37]1=[CH:36][CH:35]=[CH:34][CH:33]=2)=[O:22])[CH3:17])[C:19]([OH:20])=[O:18])=[O:10])[C:2]1[CH:3]=[CH:4][CH:5]=[CH:6][CH:7]=1, predict the reactants needed to synthesize it. The reactants are: [CH2:1]([O:8][C:9]([NH:11][CH2:12][CH2:13][CH2:14][C@H:15]1[C:19](=[O:20])[O:18][CH2:17][N:16]1[C:21]([O:23][CH2:24][CH:25]1[C:37]2[CH:36]=[CH:35][CH:34]=[CH:33][C:32]=2[C:31]2[C:26]1=[CH:27][CH:28]=[CH:29][CH:30]=2)=[O:22])=[O:10])[C:2]1[CH:7]=[CH:6][CH:5]=[CH:4][CH:3]=1.FC(F)(F)C(O)=O.C([SiH](CC)CC)C.